Dataset: Reaction yield outcomes from USPTO patents with 853,638 reactions. Task: Predict the reaction yield, written as a fraction of the theoretical maximum amount of product (1.0 means a 100% yield; for example, 0.34 means a 34% yield). (1) The reactants are [CH2:1]([N:8]1[C:16]2[C:11](=[CH:12][CH:13]=[CH:14][C:15]=2Br)[CH:10]=[CH:9]1)[C:2]1[CH:7]=[CH:6][CH:5]=[CH:4][CH:3]=1.[F:18][C:19]([F:31])([F:30])[O:20][C:21]1[CH:26]=[CH:25][C:24](B(O)O)=[CH:23][CH:22]=1.ClCCl.C(=O)([O-])[O-].[K+].[K+]. The catalyst is O1CCOCC1.O.C1C=CC(P(C2C=CC=CC=2)[C-]2C=CC=C2)=CC=1.C1C=CC(P(C2C=CC=CC=2)[C-]2C=CC=C2)=CC=1.Cl[Pd]Cl.[Fe+2]. The product is [CH2:1]([N:8]1[C:16]2[C:11](=[CH:12][CH:13]=[CH:14][C:15]=2[C:24]2[CH:23]=[CH:22][C:21]([O:20][C:19]([F:18])([F:30])[F:31])=[CH:26][CH:25]=2)[CH:10]=[CH:9]1)[C:2]1[CH:7]=[CH:6][CH:5]=[CH:4][CH:3]=1. The yield is 0.500. (2) The reactants are [C:1]([O:4][CH:5]=[CH:6][CH:7]=[CH2:8])(=[O:3])[CH3:2].[C:9]([NH2:13])(=[O:12])[CH:10]=[CH2:11].C(Cl)Cl. The catalyst is C1(C)C=CC=CC=1.C1(C=CC(O)=CC=1)O. The product is [C:9]([CH:10]1[CH:5]([O:4][C:1](=[O:3])[CH3:2])[CH:6]=[CH:7][CH2:8][CH2:11]1)(=[O:12])[NH2:13]. The yield is 0.700.